This data is from Forward reaction prediction with 1.9M reactions from USPTO patents (1976-2016). The task is: Predict the product of the given reaction. (1) Given the reactants [F:1][C:2]1[C:3]([O:30]CC2C=CC=CC=2)=[C:4]([C:8]2[N:13]([CH2:14][CH2:15][C:16]3[CH:21]=[CH:20][CH:19]=[CH:18][CH:17]=3)[C:12](=[O:22])[C:11]([C:23]3[S:27][C:26]([CH3:28])=[N:25][CH:24]=3)=[C:10]([CH3:29])[N:9]=2)[CH:5]=[CH:6][CH:7]=1.Br, predict the reaction product. The product is: [F:1][C:2]1[C:3]([OH:30])=[C:4]([C:8]2[N:13]([CH2:14][CH2:15][C:16]3[CH:17]=[CH:18][CH:19]=[CH:20][CH:21]=3)[C:12](=[O:22])[C:11]([C:23]3[S:27][C:26]([CH3:28])=[N:25][CH:24]=3)=[C:10]([CH3:29])[N:9]=2)[CH:5]=[CH:6][CH:7]=1. (2) Given the reactants [F:1][C:2]([F:18])([F:17])[C:3]1[CH:4]=[C:5]([C:9]2[N:14]=[C:13]([NH2:15])[N:12]=[C:11]([NH2:16])[CH:10]=2)[CH:6]=[CH:7][CH:8]=1.C1C(=O)N([I:26])C(=O)C1, predict the reaction product. The product is: [I:26][C:10]1[C:11]([NH2:16])=[N:12][C:13]([NH2:15])=[N:14][C:9]=1[C:5]1[CH:6]=[CH:7][CH:8]=[C:3]([C:2]([F:1])([F:17])[F:18])[CH:4]=1. (3) Given the reactants [Cl:1][C:2]1[CH:7]=[CH:6][C:5]([S:8][C:9]2[CH:14]=[CH:13][CH:12]=[CH:11][C:10]=2[C:15]([CH3:28])=[CH:16][C:17]([N:19]([CH3:27])[CH:20]2[CH2:25][CH2:24][N:23]([CH3:26])[CH2:22][CH2:21]2)=[O:18])=[CH:4][CH:3]=1.Cl.C([O-])(O)=O.[Na+], predict the reaction product. The product is: [Cl:1][C:2]1[CH:7]=[CH:6][C:5]([S:8][C:9]2[CH:14]=[CH:13][CH:12]=[CH:11][C:10]=2[CH:15]([CH3:28])[CH2:16][C:17]([N:19]([CH3:27])[CH:20]2[CH2:21][CH2:22][N:23]([CH3:26])[CH2:24][CH2:25]2)=[O:18])=[CH:4][CH:3]=1. (4) Given the reactants [Br:1][C:2]1[CH:3]=[C:4]([N+:18]([O-])=O)[C:5]([C:8]2[CH:17]=[CH:16][C:11]([C:12]([O:14][CH3:15])=[O:13])=[CH:10][CH:9]=2)=[N:6][CH:7]=1.C1(P(C2C=CC=CC=2)CCP(C2C=CC=CC=2)C2C=CC=CC=2)C=CC=CC=1, predict the reaction product. The product is: [Br:1][C:2]1[CH:7]=[N:6][C:5]2[C:8]3[CH:17]=[CH:16][C:11]([C:12]([O:14][CH3:15])=[O:13])=[CH:10][C:9]=3[NH:18][C:4]=2[CH:3]=1.